From a dataset of Drug-target binding data from BindingDB patent sources. Regression. Given a target protein amino acid sequence and a drug SMILES string, predict the binding affinity score between them. We predict pAffinity (pAffinity = -log10(affinity in M)). Dataset: bindingdb_patent. (1) The target protein (Q9P1W9) has sequence MLTKPLQGPPAPPGTPTPPPGGKDREAFEAEYRLGPLLGKGGFGTVFAGHRLTDRLQVAIKVIPRNRVLGWSPLSDSVTCPLEVALLWKVGAGGGHPGVIRLLDWFETQEGFMLVLERPLPAQDLFDYITEKGPLGEGPSRCFFGQVVAAIQHCHSRGVVHRDIKDENILIDLRRGCAKLIDFGSGALLHDEPYTDFDGTRVYSPPEWISRHQYHALPATVWSLGILLYDMVCGDIPFERDQEILEAELHFPAHVSPDCCALIRRCLAPKPSSRPSLEEILLDPWMQTPAEDVPLNPSKGGPAPLAWSLLP. The pAffinity is 7.8. The compound is C[C@@H]1C[C@H](N)C[C@@H](C1)c1ccncc1NC(=O)c1csc(n1)-c1c(F)ccc(F)c1F. (2) The small molecule is COc1cc(CC(=O)NCC(NC(=O)C(CCCNC(=O)c2cccc(I)c2)NC(=O)C(Cc2ccc(cc2)C(F)(F)P(O)(O)=O)NC(=O)c2ccc(C)c(Br)c2)C(N)=O)ccc1O. The target protein (P29350) has sequence MVRWFHRDLSGLDAETLLKGRGVHGSFLARPSRKNQGDFSLSVRVGDQVTHIRIQNSGDFYDLYGGEKFATLTELVEYYTQQQGVLQDRDGTIIHLKYPLNCSDPTSERWYHGHMSGGQAETLLQAKGEPWTFLVRESLSQPGDFVLSVLSDQPKAGPGSPLRVTHIKVMCEGGRYTVGGLETFDSLTDLVEHFKKTGIEEASGAFVYLRQPYYATRVNAADIENRVLELNKKQESEDTAKAGFWEEFESLQKQEVKNLHQRLEGQRPENKGKNRYKNILPFDHSRVILQGRDSNIPGSDYINANYIKNQLLGPDENAKTYIASQGCLEATVNDFWQMAWQENSRVIVMTTREVEKGRNKCVPYWPEVGMQRAYGPYSVTNCGEHDTTEYKLRTLQVSPLDNGDLIREIWHYQYLSWPDHGVPSEPGGVLSFLDQINQRQESLPHAGPIIVHCSAGIGRTGTIIVIDMLMENISTKGLDCDIDIQKTIQMVRAQRSGMVQ.... The pAffinity is 5.0. (3) The small molecule is Cc1cc(F)ccc1-c1nc2CC(Cc2s1)(C(=O)NO)c1cccc(F)c1C. The target protein (Q9UKV0) has sequence MHSMISSVDVKSEVPVGLEPISPLDLRTDLRMMMPVVDPVVREKQLQQELLLIQQQQQIQKQLLIAEFQKQHENLTRQHQAQLQEHIKELLAIKQQQELLEKEQKLEQQRQEQEVERHRREQQLPPLRGKDRGRERAVASTEVKQKLQEFLLSKSATKDTPTNGKNHSVSRHPKLWYTAAHHTSLDQSSPPLSGTSPSYKYTLPGAQDAKDDFPLRKTASEPNLKVRSRLKQKVAERRSSPLLRRKDGNVVTSFKKRMFEVTESSVSSSSPGSGPSSPNNGPTGSVTENETSVLPPTPHAEQMVSQQRILIHEDSMNLLSLYTSPSLPNITLGLPAVPSQLNASNSLKEKQKCETQTLRQGVPLPGQYGGSIPASSSHPHVTLEGKPPNSSHQALLQHLLLKEQMRQQKLLVAGGVPLHPQSPLATKERISPGIRGTHKLPRHRPLNRTQSAPLPQSTLAQLVIQQQHQQFLEKQKQYQQQIHMNKLLSKSIEQLKQPGS.... The pAffinity is 6.1. (4) The compound is COc1ccc(cc1OC)-n1cc(C(O)=O)c(=O)n(C2CCc3ccccc23)c1=O. The target protein (P23946) has sequence MLLLPLPLLLFLLCSRAEAGEIIGGTECKPHSRPYMAYLEIVTSNGPSKFCGGFLIRRNFVLTAAHCAGRSITVTLGAHNITEEEDTWQKLEVIKQFRHPKYNTSTLHHDIMLLKLKEKASLTLAVGTLPFPSQFNFVPPGRMCRVAGWGRTGVLKPGSDTLQEVKLRLMDPQACSHFRDFDHNLQLCVGNPRKTKSAFKGDSGGPLLCAGVAQGIVSYGRSDAKPPAVFTRISHYRPWINQILQAN. The pAffinity is 6.3. (5) The compound is Fc1cc2[nH]ccc2cc1CNC(=O)c1ccnc(Cc2cc(C#N)c3ncc(Cl)cc3c2)c1. The target protein (Q92918) has sequence MDVVDPDIFNRDPRDHYDLLQRLGGGTYGEVFKARDKVSGDLVALKMVKMEPDDDVSTLQKEILILKTCRHANIVAYHGSYLWLQKLWICMEFCGAGSLQDIYQVTGSLSELQISYVCREVLQGLAYLHSQKKIHRDIKGANILINDAGEVRLADFGISAQIGATLARRLSFIGTPYWMAPEVAAVALKGGYNELCDIWSLGITAIELAELQPPLFDVHPLRVLFLMTKSGYQPPRLKEKGKWSAAFHNFIKVTLTKSPKKRPSATKMLSHQLVSQPGLNRGLILDLLDKLKNPGKGPSIGDIEDEEPELPPAIPRRIRSTHRSSSLGIPDADCCRRHMEFRKLRGMETRPPANTARLQPPRDLRSSSPRKQLSESSDDDYDDVDIPTPAEDTPPPLPPKPKFRSPSDEGPGSMGDDGQLSPGVLVRCASGPPPNSPRPGPPPSTSSPHLTAHSEPSLWNPPSRELDKPPLLPPKKEKMKRKGCALLVKLFNGCPLRIHS.... The pAffinity is 7.0. (6) The pAffinity is 9.4. The target protein (P19784) has sequence MPGPAAGSRARVYAEVNSLRSREYWDYEAHVPSWGNQDDYQLVRKLGRGKYSEVFEAINITNNERVVVKILKPVKKKKIKREVKILENLRGGTNIIKLIDTVKDPVSKTPALVFEYINNTDFKQLYQILTDFDIRFYMYELLKALDYCHSKGIMHRDVKPHNVMIDHQQKKLRLIDWGLAEFYHPAQEYNVRVASRYFKGPELLVDYQMYDYSLDMWSLGCMLASMIFRREPFFHGQDNYDQLVRIAKVLGTEELYGYLKKYHIDLDPHFNDILGQHSRKRWENFIHSENRHLVSPEALDLLDKLLRYDHQQRLTAKEAMEHPYFYPVVKEQSQPCADNAVLSSGLTAAR. The small molecule is CCNc1nc(Nc2ccc3n(nc(C#N)c3c2)C2CCN(C[C@H](C)O)CC2)nn2c(cnc12)C#N.